The task is: Predict the reactants needed to synthesize the given product.. This data is from Full USPTO retrosynthesis dataset with 1.9M reactions from patents (1976-2016). (1) Given the product [CH:29]1([C:25]2[CH:26]=[C:27]([CH3:28])[C:22]([N:19]3[CH2:20][CH2:21][N:16]([C:14]([C:11]4[N:12]=[CH:13][C:8]([N:1]5[CH2:5][CH2:4][CH2:3][C:2]5=[O:6])=[CH:9][CH:10]=4)=[O:15])[CH2:17][CH2:18]3)=[N:23][CH:24]=2)[CH2:30][CH2:31]1, predict the reactants needed to synthesize it. The reactants are: [NH:1]1[CH2:5][CH2:4][CH2:3][C:2]1=[O:6].Br[C:8]1[CH:9]=[CH:10][C:11]([C:14]([N:16]2[CH2:21][CH2:20][N:19]([C:22]3[C:27]([CH3:28])=[CH:26][C:25]([CH:29]4[CH2:31][CH2:30]4)=[CH:24][N:23]=3)[CH2:18][CH2:17]2)=[O:15])=[N:12][CH:13]=1. (2) Given the product [CH2:8]([NH:11][CH2:12][CH2:13][CH2:14][CH2:15][C:16]([O:18][CH2:19][CH2:20][C:21]1[C:22]2[C:27]([CH:28]=[C:29]3[C:34]=1[CH:33]=[CH:32][CH:31]=[CH:30]3)=[CH:26][CH:25]=[CH:24][CH:23]=2)=[O:17])[CH:9]=[CH2:10], predict the reactants needed to synthesize it. The reactants are: FC(F)(F)C(O)=O.[CH2:8]([N:11](C(OC(C)(C)C)=O)[CH2:12][CH2:13][CH2:14][CH2:15][C:16]([O:18][CH2:19][CH2:20][C:21]1[C:22]2[C:27]([CH:28]=[C:29]3[C:34]=1[CH:33]=[CH:32][CH:31]=[CH:30]3)=[CH:26][CH:25]=[CH:24][CH:23]=2)=[O:17])[CH:9]=[CH2:10].